Dataset: Full USPTO retrosynthesis dataset with 1.9M reactions from patents (1976-2016). Task: Predict the reactants needed to synthesize the given product. (1) Given the product [CH2:23]([N:20]1[CH2:21][CH2:22][N:18]([C:16]([NH:15][C:12]2[CH:11]=[C:10]([CH3:26])[C:9]([O:8][C:6]3[CH:5]=[CH:4][N:3]=[C:2]([N:31]4[CH:32]=[C:28]([CH3:27])[N:29]=[CH:30]4)[CH:7]=3)=[CH:14][N:13]=2)=[O:17])[C:19]1=[O:25])[CH3:24], predict the reactants needed to synthesize it. The reactants are: Cl[C:2]1[CH:7]=[C:6]([O:8][C:9]2[C:10]([CH3:26])=[CH:11][C:12]([NH:15][C:16]([N:18]3[CH2:22][CH2:21][N:20]([CH2:23][CH3:24])[C:19]3=[O:25])=[O:17])=[N:13][CH:14]=2)[CH:5]=[CH:4][N:3]=1.[CH3:27][C:28]1[N:29]=[CH:30][NH:31][CH:32]=1.[O-]P([O-])([O-])=O.[K+].[K+].[K+]. (2) Given the product [C:1]([O:6][CH2:7][CH2:8][O:9][C:10](=[O:16])[CH2:11][CH2:12][C:13]([OH:15])=[O:14])(=[O:5])[C:2]([CH3:4])=[CH2:3], predict the reactants needed to synthesize it. The reactants are: [C:1]([O:6][CH2:7][CH2:8][OH:9])(=[O:5])[C:2]([CH3:4])=[CH2:3].[C:10]1(=[O:16])[O:15][C:13](=[O:14])[CH2:12][CH2:11]1.C(N(CC)CC)C. (3) Given the product [NH2:24][C:19]1[CH:20]=[CH:21][CH:22]=[CH:23][C:18]=1[NH:17][C:13]1[CH:14]=[C:15]2[C:10](=[CH:11][CH:12]=1)[CH2:9][N:8]([C:6]([O:5][C:1]([CH3:4])([CH3:3])[CH3:2])=[O:7])[CH2:16]2, predict the reactants needed to synthesize it. The reactants are: [C:1]([O:5][C:6]([N:8]1[CH2:16][C:15]2[C:10](=[CH:11][CH:12]=[C:13]([NH:17][C:18]3[CH:23]=[CH:22][CH:21]=[CH:20][C:19]=3[N+:24]([O-])=O)[CH:14]=2)[CH2:9]1)=[O:7])([CH3:4])([CH3:3])[CH3:2]. (4) Given the product [CH3:1][C:2]1[CH:7]=[CH:6][N:5]=[C:4]([N:8]2[CH2:9][CH2:10][N:11]([CH2:20][C:22]3[CH:23]=[CH:24][C:25]([C:26]([O:28][CH3:29])=[O:27])=[CH:30][CH:31]=3)[CH2:12][CH2:13]2)[C:3]=1[C:14]([O:16][CH:17]([CH3:19])[CH3:18])=[O:15], predict the reactants needed to synthesize it. The reactants are: [CH3:1][C:2]1[CH:7]=[CH:6][N:5]=[C:4]([N:8]2[CH2:13][CH2:12][NH:11][CH2:10][CH2:9]2)[C:3]=1[C:14]([O:16][CH:17]([CH3:19])[CH3:18])=[O:15].[CH:20]([C:22]1[CH:31]=[CH:30][C:25]([C:26]([O:28][CH3:29])=[O:27])=[CH:24][CH:23]=1)=O.C(O)(=O)C.C([BH3-])#N.[Na+]. (5) Given the product [CH3:6][O:5][C:1](=[O:4])[CH2:2][CH2:3][NH:9][CH2:7][CH3:8], predict the reactants needed to synthesize it. The reactants are: [C:1]([O:5][CH3:6])(=[O:4])[CH:2]=[CH2:3].[CH2:7]([NH2:9])[CH3:8]. (6) Given the product [CH2:6]([C:8]([C:33]1[CH:55]=[CH:54][C:36]([O:37][CH2:38][CH2:39][CH2:40][CH2:41][CH2:42][N:43]2[C:44](=[O:53])[C:45]3[C:50](=[CH:49][CH:48]=[CH:47][CH:46]=3)[C:51]2=[O:52])=[C:35]([CH3:56])[CH:34]=1)([C:11]1[CH:16]=[CH:15][C:14](/[CH:17]=[CH:18]/[C:19]([OH:28])([C:20]([F:21])([F:22])[F:23])[C:24]([F:27])([F:25])[F:26])=[C:13]([CH3:32])[CH:12]=1)[CH2:9][CH3:10])[CH3:7], predict the reactants needed to synthesize it. The reactants are: C[Si](Br)(C)C.[CH2:6]([C:8]([C:33]1[CH:55]=[CH:54][C:36]([O:37][CH2:38][CH2:39][CH2:40][CH2:41][CH2:42][N:43]2[C:51](=[O:52])[C:50]3[C:45](=[CH:46][CH:47]=[CH:48][CH:49]=3)[C:44]2=[O:53])=[C:35]([CH3:56])[CH:34]=1)([C:11]1[CH:16]=[CH:15][C:14](/[CH:17]=[CH:18]/[C:19]([O:28]COC)([C:24]([F:27])([F:26])[F:25])[C:20]([F:23])([F:22])[F:21])=[C:13]([CH3:32])[CH:12]=1)[CH2:9][CH3:10])[CH3:7]. (7) Given the product [CH:1]1([N:6]2[C:14]3[CH:13]=[CH:12][NH:11][C:10](=[O:15])[C:9]=3[C:8]([C:17]3[CH:18]=[C:19]([CH2:23][C:24]#[N:25])[CH:20]=[CH:21][CH:22]=3)=[N:7]2)[CH2:5][CH2:4][CH2:3][CH2:2]1, predict the reactants needed to synthesize it. The reactants are: [CH:1]1([N:6]2[C:14]3[CH:13]=[CH:12][N:11]=[C:10]([O:15]C)[C:9]=3[C:8]([C:17]3[CH:18]=[C:19]([CH2:23][C:24]#[N:25])[CH:20]=[CH:21][CH:22]=3)=[N:7]2)[CH2:5][CH2:4][CH2:3][CH2:2]1.[I-].[Na+].Cl[Si](C)(C)C.O. (8) Given the product [Cl:12][C:7]1[C:6]2[C:11](=[C:2]([C:15]3[CH:14]=[N:13][C:22]4[C:17]([CH:16]=3)=[CH:18][CH:19]=[CH:20][CH:21]=4)[CH:3]=[CH:4][CH:5]=2)[N:10]=[CH:9][CH:8]=1, predict the reactants needed to synthesize it. The reactants are: Br[C:2]1[CH:3]=[CH:4][CH:5]=[C:6]2[C:11]=1[N:10]=[CH:9][CH:8]=[C:7]2[Cl:12].[N:13]1[C:22]2[C:17](=[CH:18][CH:19]=[CH:20][CH:21]=2)[CH:16]=[C:15](B(O)O)[CH:14]=1.C(=O)([O-])[O-].[Na+].[Na+]. (9) Given the product [CH3:1][NH:2][C:3]([N:5]1[C:13]2[C:8](=[CH:9][C:10]([O:14][C:15]3[CH:20]=[CH:19][N:18]=[C:17]([NH:21][C:22]([N:24]4[CH2:29][CH2:28][CH:27]([CH2:30][CH2:31][CH2:32][C:33](=[O:35])[NH:46][CH3:50])[CH2:26][CH2:25]4)=[O:23])[CH:16]=3)=[CH:11][CH:12]=2)[CH:7]=[CH:6]1)=[O:4], predict the reactants needed to synthesize it. The reactants are: [CH3:1][NH:2][C:3]([N:5]1[C:13]2[C:8](=[CH:9][C:10]([O:14][C:15]3[CH:20]=[CH:19][N:18]=[C:17]([NH:21][C:22]([N:24]4[CH2:29][CH2:28][CH:27]([CH2:30][CH2:31][CH2:32][C:33]([OH:35])=O)[CH2:26][CH2:25]4)=[O:23])[CH:16]=3)=[CH:11][CH:12]=2)[CH:7]=[CH:6]1)=[O:4].Cl.CN.F[P-](F)(F)(F)(F)F.[N:46]1(O[P+](N(C)C)(N(C)C)N(C)C)[C:50]2C=CC=CC=2N=N1.C(N(CC)CC)C.